This data is from Reaction yield outcomes from USPTO patents with 853,638 reactions. The task is: Predict the reaction yield, written as a fraction of the theoretical maximum amount of product (1.0 means a 100% yield; for example, 0.34 means a 34% yield). (1) The reactants are [CH3:1][C:2]1([CH3:27])[CH2:11][C:10]2[C:5](=[CH:6][CH:7]=[C:8]([C:12]([O:14]C)=[O:13])[CH:9]=2)[NH:4][CH:3]1[C:16]1[CH:21]=[CH:20][CH:19]=[C:18]([S:22](=[O:26])(=[O:25])[NH:23][CH3:24])[CH:17]=1.[OH-].[Na+]. The catalyst is O1CCCC1.CO. The product is [CH3:1][C:2]1([CH3:27])[CH2:11][C:10]2[C:5](=[CH:6][CH:7]=[C:8]([C:12]([OH:14])=[O:13])[CH:9]=2)[NH:4][CH:3]1[C:16]1[CH:21]=[CH:20][CH:19]=[C:18]([S:22](=[O:26])(=[O:25])[NH:23][CH3:24])[CH:17]=1. The yield is 0.785. (2) The reactants are [I:1][C:2]1[CH:3]=[C:4]([CH:15]=[C:16]([O:20][CH3:21])[C:17]=1[O:18][CH3:19])[CH2:5][CH:6]([C:12](=O)[CH3:13])[C:7](OCC)=[O:8].C(=O)(O)O.[NH2:26][C:27]([NH2:29])=[NH:28]. The catalyst is C(O)C. The product is [NH2:29][C:27]1[N:28]=[C:7]([OH:8])[C:6]([CH2:5][C:4]2[CH:15]=[C:16]([O:20][CH3:21])[C:17]([O:18][CH3:19])=[C:2]([I:1])[CH:3]=2)=[C:12]([CH3:13])[N:26]=1. The yield is 0.750. (3) The reactants are [CH3:1][N:2]1[CH:6]=[C:5]([C:7]2[C:11]([CH3:12])=[C:10]([NH:13][C:14](=[O:22])OC3C=CC=CC=3)[N:9]([C:23]3[CH:28]=[CH:27][CH:26]=[CH:25][CH:24]=3)[N:8]=2)[CH:4]=[N:3]1.[CH3:29][O:30][CH2:31][C:32]1[CH:37]=[CH:36][C:35]([C:38]2[CH:43]=[CH:42][CH:41]=[CH:40][CH:39]=2)=[C:34]([CH2:44][NH2:45])[CH:33]=1.C(N(C(C)C)C(C)C)C. The catalyst is ClCCCl. The product is [CH3:1][N:2]1[CH:6]=[C:5]([C:7]2[C:11]([CH3:12])=[C:10]([NH:13][C:14]([NH:45][CH2:44][C:34]3[CH:33]=[C:32]([CH2:31][O:30][CH3:29])[CH:37]=[CH:36][C:35]=3[C:38]3[CH:43]=[CH:42][CH:41]=[CH:40][CH:39]=3)=[O:22])[N:9]([C:23]3[CH:24]=[CH:25][CH:26]=[CH:27][CH:28]=3)[N:8]=2)[CH:4]=[N:3]1. The yield is 0.710. (4) The reactants are [C:1]1([CH2:7][NH:8][C:9](=S)[CH2:10][C:11]([C:13]2[CH:14]=[CH:15][C:16]3[O:22][CH2:21][CH2:20][N:19]([C:23]([O:25][C:26]([CH3:29])([CH3:28])[CH3:27])=[O:24])[CH2:18][C:17]=3[CH:30]=2)=O)[CH:6]=[CH:5][CH:4]=[CH:3][CH:2]=1.O.[NH2:33][NH2:34].C(O)(=O)C.COC1C=CC(P2(SP(C3C=CC(OC)=CC=3)(=S)S2)=S)=CC=1. The catalyst is C(O)C. The product is [C:1]1([CH2:7][NH:8][C:9]2[NH:34][N:33]=[C:11]([C:13]3[CH:14]=[CH:15][C:16]4[O:22][CH2:21][CH2:20][N:19]([C:23]([O:25][C:26]([CH3:29])([CH3:28])[CH3:27])=[O:24])[CH2:18][C:17]=4[CH:30]=3)[CH:10]=2)[CH:6]=[CH:5][CH:4]=[CH:3][CH:2]=1. The yield is 0.620. (5) The reactants are [Cl:1][C:2]1[C:10]2[N:9]=[C:8]3[N:11]([C:15]4[CH:20]=[CH:19][C:18]([Cl:21])=[CH:17][C:16]=4[Cl:22])[CH2:12][CH2:13][CH2:14][N:7]3[C:6]=2[C:5]([CH:23]([CH2:27][CH3:28])[CH2:24][CH2:25][OH:26])=[CH:4][CH:3]=1.[H-].[Na+].I[CH3:32].O. The catalyst is CN(C)C=O. The product is [Cl:1][C:2]1[C:10]2[N:9]=[C:8]3[N:11]([C:15]4[CH:20]=[CH:19][C:18]([Cl:21])=[CH:17][C:16]=4[Cl:22])[CH2:12][CH2:13][CH2:14][N:7]3[C:6]=2[C:5]([CH:23]([CH2:27][CH3:28])[CH2:24][CH2:25][O:26][CH3:32])=[CH:4][CH:3]=1. The yield is 0.530. (6) The reactants are CON(C)[C:4]([C:6]1[CH:7]=[N:8][N:9]([CH2:11][O:12][CH2:13][CH2:14][Si:15]([CH3:18])([CH3:17])[CH3:16])[CH:10]=1)=[O:5].[CH3:20][Mg]Br.[Cl-].[NH4+]. The catalyst is O1CCCC1. The product is [CH3:18][Si:15]([CH3:16])([CH3:17])[CH2:14][CH2:13][O:12][CH2:11][N:9]1[CH:10]=[C:6]([C:4](=[O:5])[CH3:20])[CH:7]=[N:8]1. The yield is 0.330.